This data is from Reaction yield outcomes from USPTO patents with 853,638 reactions. The task is: Predict the reaction yield, written as a fraction of the theoretical maximum amount of product (1.0 means a 100% yield; for example, 0.34 means a 34% yield). The reactants are [CH3:1][C:2]([C:22]([O:24][CH3:25])=[O:23])([CH3:21])[NH:3][C:4]([C:6]1[CH:11]=[CH:10][C:9]([C:12]2[CH:17]=[CH:16][C:15]([N+:18]([O-])=O)=[CH:14][CH:13]=2)=[CH:8][CH:7]=1)=[O:5].Cl. The catalyst is C(O)C.[Fe]. The product is [NH2:18][C:15]1[CH:14]=[CH:13][C:12]([C:9]2[CH:10]=[CH:11][C:6]([C:4]([NH:3][C:2]([CH3:21])([C:22]([O:24][CH3:25])=[O:23])[CH3:1])=[O:5])=[CH:7][CH:8]=2)=[CH:17][CH:16]=1. The yield is 0.990.